Dataset: Forward reaction prediction with 1.9M reactions from USPTO patents (1976-2016). Task: Predict the product of the given reaction. (1) Given the reactants [CH2:1]([O:3][C:4]([C:6]1([NH:11][C:12]([CH:14]2[CH2:18][CH:17]([O:19][C:20]3[C:29]4[C:24](=[C:25]([CH3:32])[C:26]([O:30][CH3:31])=[CH:27][CH:28]=4)[N:23]=[C:22]([N:33]4[CH:37]=[CH:36][C:35]([CH:38]([CH3:40])[CH3:39])=[N:34]4)[N:21]=3)[CH2:16][CH:15]2[C:41](=[O:50])[N:42]([CH2:44][CH2:45][CH2:46][CH2:47][CH:48]=[CH2:49])[CH3:43])=[O:13])[CH2:8][CH:7]1C=C)=[O:5])[CH3:2], predict the reaction product. The product is: [CH2:1]([O:3][C:4]([C:6]12[CH2:7][CH:8]1[CH:49]=[CH:48][CH2:47][CH2:46][CH2:45][CH2:44][N:42]([CH3:43])[C:41](=[O:50])[CH:15]1[CH:14]([CH2:18][CH:17]([O:19][C:20]3[C:29]4[C:24](=[C:25]([CH3:32])[C:26]([O:30][CH3:31])=[CH:27][CH:28]=4)[N:23]=[C:22]([N:33]4[CH:37]=[CH:36][C:35]([CH:38]([CH3:39])[CH3:40])=[N:34]4)[N:21]=3)[CH2:16]1)[C:12](=[O:13])[NH:11]2)=[O:5])[CH3:2]. (2) The product is: [NH:19]1[CH2:20][CH2:21][CH:16]([N:15]2[CH2:13][CH2:12][C:7]3[CH:8]=[CH:9][CH:10]=[CH:11][C:6]=3[NH:5][C:3]2=[O:2])[CH2:17][CH2:18]1. Given the reactants C[O:2][C:3]([NH:5][C:6]1[CH:11]=[CH:10][CH:9]=[CH:8][C:7]=1[CH2:12][C:13]([NH:15][CH:16]1[CH2:21][CH2:20][N:19](CC2C=CC=CC=2)[CH2:18][CH2:17]1)=O)=O.[H][H], predict the reaction product. (3) Given the reactants [NH2:1][CH2:2][CH2:3][CH2:4][CH2:5][N:6]1[C:18]2[C:17]3[CH:16]=[CH:15][C:14]([Br:19])=[CH:13][C:12]=3[N:11]=[C:10]([NH2:20])[C:9]=2[N:8]=[C:7]1[CH2:21][CH2:22][CH3:23].[CH:24]([N:27]=[C:28]=[O:29])([CH3:26])[CH3:25], predict the reaction product. The product is: [NH2:20][C:10]1[C:9]2[N:8]=[C:7]([CH2:21][CH2:22][CH3:23])[N:6]([CH2:5][CH2:4][CH2:3][CH2:2][NH:1][C:28]([NH:27][CH:24]([CH3:26])[CH3:25])=[O:29])[C:18]=2[C:17]2[CH:16]=[CH:15][C:14]([Br:19])=[CH:13][C:12]=2[N:11]=1. (4) Given the reactants [F:1][C:2]([F:35])([F:34])[C:3]([C:9]1[CH:14]=[CH:13][C:12]([CH2:15][N:16]2[CH2:21][CH2:20][N:19]([S:22]([C:25]3[CH:30]=[CH:29][CH:28]=[C:27]([N+:31]([O-])=O)[CH:26]=3)(=[O:24])=[O:23])[CH2:18][CH2:17]2)=[CH:11][CH:10]=1)([OH:8])[C:4]([F:7])([F:6])[F:5], predict the reaction product. The product is: [NH2:31][C:27]1[CH:26]=[C:25]([S:22]([N:19]2[CH2:18][CH2:17][N:16]([CH2:15][C:12]3[CH:11]=[CH:10][C:9]([C:3]([OH:8])([C:2]([F:35])([F:34])[F:1])[C:4]([F:5])([F:6])[F:7])=[CH:14][CH:13]=3)[CH2:21][CH2:20]2)(=[O:23])=[O:24])[CH:30]=[CH:29][CH:28]=1. (5) Given the reactants [F:1][C:2]1[CH:25]=[CH:24][C:5]([CH2:6][N:7]2[C:15]3[C:10](=[CH:11][CH:12]=[CH:13][CH:14]=3)[C:9]([C:16]([O:18]C)=[O:17])=[C:8]2[C:20]([O:22]C)=[O:21])=[CH:4][CH:3]=1.[OH-].[K+].Cl, predict the reaction product. The product is: [F:1][C:2]1[CH:3]=[CH:4][C:5]([CH2:6][N:7]2[C:15]3[C:10](=[CH:11][CH:12]=[CH:13][CH:14]=3)[C:9]([C:16]([OH:18])=[O:17])=[C:8]2[C:20]([OH:22])=[O:21])=[CH:24][CH:25]=1. (6) Given the reactants C(N(CC)CC)C.FC(F)(F)C(O)=O.[NH2:15][CH2:16][CH2:17][CH2:18][CH2:19][N:20]1[C:28](=[O:29])[C:27]2[C:22](=[CH:23][CH:24]=[CH:25][C:26]=2[NH:30][C:31]([C:33]2[S:34][C:35]([Cl:38])=[CH:36][CH:37]=2)=[O:32])[C:21]1=[O:39].Cl.[C:41](Cl)(=[O:48])[C:42]1[CH:47]=[CH:46][N:45]=[CH:44][CH:43]=1, predict the reaction product. The product is: [Cl:38][C:35]1[S:34][C:33]([C:31]([NH:30][C:26]2[CH:25]=[CH:24][CH:23]=[C:22]3[C:27]=2[C:28](=[O:29])[N:20]([CH2:19][CH2:18][CH2:17][CH2:16][NH:15][C:41](=[O:48])[C:42]2[CH:47]=[CH:46][N:45]=[CH:44][CH:43]=2)[C:21]3=[O:39])=[O:32])=[CH:37][CH:36]=1.